Dataset: Full USPTO retrosynthesis dataset with 1.9M reactions from patents (1976-2016). Task: Predict the reactants needed to synthesize the given product. (1) Given the product [C:22]([O:21][C:19]([N:16]1[CH2:17][CH2:18][C:13]([CH2:12][NH:11][C:9]([O:8][C:4]([CH3:7])([CH3:6])[CH3:5])=[O:10])([C:26]([OH:28])=[O:27])[CH2:14][CH2:15]1)=[O:20])([CH3:24])([CH3:25])[CH3:23], predict the reactants needed to synthesize it. The reactants are: O.[OH-].[Li+].[C:4]([O:8][C:9]([NH:11][CH2:12][C:13]1([C:26]([O:28]CC)=[O:27])[CH2:18][CH2:17][N:16]([C:19]([O:21][C:22]([CH3:25])([CH3:24])[CH3:23])=[O:20])[CH2:15][CH2:14]1)=[O:10])([CH3:7])([CH3:6])[CH3:5]. (2) Given the product [CH3:14][O:13][N:12]([CH3:11])[C:7]([C:5]1[N:4]=[CH:3][N:2]([CH3:1])[CH:6]=1)=[O:9], predict the reactants needed to synthesize it. The reactants are: [CH3:1][N:2]1[CH:6]=[C:5]([C:7]([OH:9])=O)[N:4]=[CH:3]1.Cl.[CH3:11][NH:12][O:13][CH3:14].ON1C2C=CC=CC=2N=N1.Cl.C(N=C=NCCCN(C)C)C.